This data is from Reaction yield outcomes from USPTO patents with 853,638 reactions. The task is: Predict the reaction yield, written as a fraction of the theoretical maximum amount of product (1.0 means a 100% yield; for example, 0.34 means a 34% yield). (1) The reactants are O.ON1C2C=CC=CC=2N=N1.[CH2:12]([O:14][C:15](=[O:19])[CH2:16][CH2:17][NH2:18])[CH3:13].Cl.CN(C)CCCN=C=NCC.[K+].[S:33]1[C:37]2[CH:38]=[CH:39][CH:40]=[CH:41][C:36]=2[N:35]=[C:34]1[O:42][C:43]1[CH:60]=[CH:59][C:46]([O:47][CH2:48][CH2:49][N:50]2[CH2:55][CH2:54][CH:53]([C:56]([O-])=[O:57])[CH2:52][CH2:51]2)=[CH:45][CH:44]=1. The catalyst is C(Cl)Cl. The product is [CH2:12]([O:14][C:15](=[O:19])[CH2:16][CH2:17][NH:18][C:56]([CH:53]1[CH2:52][CH2:51][N:50]([CH2:49][CH2:48][O:47][C:46]2[CH:45]=[CH:44][C:43]([O:42][C:34]3[S:33][C:37]4[CH:38]=[CH:39][CH:40]=[CH:41][C:36]=4[N:35]=3)=[CH:60][CH:59]=2)[CH2:55][CH2:54]1)=[O:57])[CH3:13]. The yield is 0.480. (2) The reactants are [Al+3].[Cl-].[Cl-].[Cl-].Cl[C:6](=[O:12])[C:7]([O:9][CH2:10][CH3:11])=[O:8].[Br:13][C:14]1[CH:15]=[C:16]([CH3:20])[CH:17]=[CH:18][CH:19]=1.[Cl-].[NH4+]. The catalyst is ClC(Cl)C.[Au]. The product is [Br:13][C:14]1[CH:19]=[CH:18][C:17]([C:6](=[O:12])[C:7]([O:9][CH2:10][CH3:11])=[O:8])=[C:16]([CH3:20])[CH:15]=1. The yield is 0.330. (3) The reactants are [N+:1]([C:4]1[CH:8]=[C:7]([CH2:9][OH:10])[NH:6][N:5]=1)([O-:3])=[O:2].C(=O)([O-])[O-].[Cs+].[Cs+].[Br:17][CH:18](Br)[CH3:19].C(OCC)(=O)C. The catalyst is CN(C=O)C.O. The product is [Br:17][CH2:18][CH2:19][N:6]1[C:7]([CH2:9][OH:10])=[CH:8][C:4]([N+:1]([O-:3])=[O:2])=[N:5]1. The yield is 0.500. (4) The reactants are [CH2:1]([N:3]1[C:11]2[C:6](=[CH:7][CH:8]=[C:9]([O:12][CH3:13])[CH:10]=2)[C:5]([C:14](=[S:16])[NH2:15])=[CH:4]1)[CH3:2].CO[CH:19](OC)[CH2:20]Br. The yield is 0.470. The catalyst is C(COC)OC. The product is [CH2:1]([N:3]1[C:11]2[C:6](=[CH:7][CH:8]=[C:9]([O:12][CH3:13])[CH:10]=2)[C:5]([C:14]2[S:16][CH:19]=[CH:20][N:15]=2)=[CH:4]1)[CH3:2].